Task: Predict the product of the given reaction.. Dataset: Forward reaction prediction with 1.9M reactions from USPTO patents (1976-2016) (1) Given the reactants [F:1][C:2]1[CH:7]=[CH:6][C:5]([Mg]Cl)=[CH:4][CH:3]=1.[C:10]([NH:14][C:15](=[O:23])[C:16]1[CH:21]=[CH:20][C:19]([Cl:22])=[N:18][CH:17]=1)([CH3:13])([CH3:12])[CH3:11].CO.ClC1C(=O)C(C#N)=C(C#N)C(=O)C=1Cl, predict the reaction product. The product is: [C:10]([NH:14][C:15](=[O:23])[C:16]1[C:21]([C:5]2[CH:6]=[CH:7][C:2]([F:1])=[CH:3][CH:4]=2)=[CH:20][C:19]([Cl:22])=[N:18][CH:17]=1)([CH3:13])([CH3:11])[CH3:12]. (2) Given the reactants [NH2:1][CH2:2][CH2:3][C:4]1[C:12]2[C:7](=[CH:8][CH:9]=[CH:10][CH:11]=2)[NH:6][CH:5]=1.C(N(CC)CC)C.[C:20](Cl)(Cl)=[S:21].[NH2:24][CH2:25][CH:26]1[CH2:31][CH2:30][C:29]([N:38]([CH3:40])[CH3:39])([C:32]2[CH:37]=[CH:36][CH:35]=[CH:34][CH:33]=2)[CH2:28][CH2:27]1, predict the reaction product. The product is: [CH3:39][N:38]([CH3:40])[C:29]1([C:32]2[CH:37]=[CH:36][CH:35]=[CH:34][CH:33]=2)[CH2:30][CH2:31][CH:26]([CH2:25][NH:24][C:20]([NH:1][CH2:2][CH2:3][C:4]2[C:12]3[C:7](=[CH:8][CH:9]=[CH:10][CH:11]=3)[NH:6][CH:5]=2)=[S:21])[CH2:27][CH2:28]1. (3) Given the reactants Cl[C:2]1[CH:3]=[CH:4][C:5]([N+:10]([O-:12])=[O:11])=[C:6]([O:8]C)[CH:7]=1.[CH2:13]([NH:15][CH2:16][CH3:17])[CH3:14].C(N(C(C)C)CC)(C)C, predict the reaction product. The product is: [CH2:13]([N:15]([CH2:16][CH3:17])[C:2]1[CH:3]=[CH:4][C:5]([N+:10]([O-:12])=[O:11])=[C:6]([OH:8])[CH:7]=1)[CH3:14]. (4) Given the reactants C[O:2][C:3](=[O:24])[CH2:4][O:5][C:6]1[N:11]=[C:10]2[S:12][C:13]([C:16](=[O:21])[NH:17][CH:18]3[CH2:20][CH2:19]3)=[C:14]([NH2:15])[C:9]2=[C:8]([CH3:22])[C:7]=1[Cl:23].C[Si](C)(C)[O-].[K+], predict the reaction product. The product is: [NH2:15][C:14]1[C:9]2[C:10](=[N:11][C:6]([O:5][CH2:4][C:3]([OH:24])=[O:2])=[C:7]([Cl:23])[C:8]=2[CH3:22])[S:12][C:13]=1[C:16](=[O:21])[NH:17][CH:18]1[CH2:20][CH2:19]1. (5) Given the reactants [Si:1]([O:8][CH2:9][CH:10]1[CH2:15][CH2:14][CH:13]([CH2:16][OH:17])[CH2:12][CH2:11]1)([C:4]([CH3:7])([CH3:6])[CH3:5])([CH3:3])[CH3:2].CC(OI1(OC(C)=O)(OC(C)=O)OC(=O)C2C1=CC=CC=2)=O.S([O-])([O-])=O.[Na+].[Na+].C(=O)(O)[O-].[Na+], predict the reaction product. The product is: [Si:1]([O:8][CH2:9][CH:10]1[CH2:11][CH2:12][CH:13]([CH:16]=[O:17])[CH2:14][CH2:15]1)([C:4]([CH3:7])([CH3:6])[CH3:5])([CH3:3])[CH3:2]. (6) Given the reactants [Br:1][C:2]1[CH:3]=[CH:4][CH:5]=[C:6]2[C:11]=1[NH:10][C:9](=O)[CH:8]=[CH:7]2.N.P(Cl)(Cl)([Cl:16])=O, predict the reaction product. The product is: [Br:1][C:2]1[CH:3]=[CH:4][CH:5]=[C:6]2[C:11]=1[N:10]=[C:9]([Cl:16])[CH:8]=[CH:7]2. (7) Given the reactants [Cl:1][C:2]1[CH:7]=[C:6]([O:8][C:9]2[C:10](I)=[N:11][C:12]([CH3:15])=[CH:13][CH:14]=2)[CH:5]=[CH:4][N:3]=1.C([Sn](CCCC)(CCCC)[C:22]1[CH:27]=[N:26][CH:25]=[CH:24][N:23]=1)CCC.C1COCC1, predict the reaction product. The product is: [Cl:1][C:2]1[CH:7]=[C:6]([O:8][C:9]2[C:10]([C:22]3[CH:27]=[N:26][CH:25]=[CH:24][N:23]=3)=[N:11][C:12]([CH3:15])=[CH:13][CH:14]=2)[CH:5]=[CH:4][N:3]=1. (8) Given the reactants [CH2:1]1[C:9]2[CH:8]=[CH:7][CH:6]=[C:5]([OH:10])[C:4]=2[CH2:3][CH2:2]1.[C:11]1(P([C:11]2[CH:16]=CC=[CH:13][CH:12]=2)[C:11]2[CH:16]=CC=[CH:13][CH:12]=2)[CH:16]=CC=[CH:13][CH:12]=1.CCOC(/N=N/C(OCC)=O)=O.CC(O)C=C, predict the reaction product. The product is: [CH3:13][CH:12]([O:10][C:5]1[CH:6]=[CH:7][CH:8]=[C:9]2[C:4]=1[CH2:3][CH2:2][CH2:1]2)[CH:11]=[CH2:16]. (9) Given the reactants O=[C:2]1O[C:6]2[C:8]3[C:13]([CH2:14][C:5]=2[C:4]([N:15]2[CH2:20][CH2:19][CH2:18][CH2:17][CH2:16]2)=[C:3]1[C:21]#[N:22])=[CH:12][CH:11]=[CH:10][CH:9]=3.[H-].[Na+], predict the reaction product. The product is: [N:15]1([C:4]2[C:3]([C:21]#[N:22])=[C:2]3[C:5]([CH2:6][C:8]4[CH:9]=[CH:10][CH:11]=[CH:12][C:13]=43)=[C:6]3[C:8]4[C:13]([CH2:14][C:5]=23)=[CH:12][CH:11]=[CH:10][CH:9]=4)[CH2:20][CH2:19][CH2:18][CH2:17][CH2:16]1.